From a dataset of Forward reaction prediction with 1.9M reactions from USPTO patents (1976-2016). Predict the product of the given reaction. Given the reactants Cl.N[C@@H]1[CH2:8][CH2:7][C@H:6]([NH:9][C:10](=[O:27])[C:11]2[CH:16]=[C:15]([F:17])[CH:14]=[N:13][C:12]=2[O:18][C:19]2[CH:24]=[CH:23][CH:22]=[C:21]([S:25][CH3:26])[CH:20]=2)[CH2:5]C1.C([N:30]([CH2:33][CH3:34])[CH2:31][CH3:32])C.Cl.CN(C)CCCN=C=N[CH2:44][CH3:45].[OH:47]N1C2C=CC=CC=2N=N1.CN(C)[CH:59]=[O:60], predict the reaction product. The product is: [F:17][C:15]1[CH:14]=[N:13][C:12]([O:18][C:19]2[CH:24]=[CH:23][CH:22]=[C:21]([S:25][CH3:26])[CH:20]=2)=[C:11]([CH:16]=1)[C:10]([NH:9][C@H:6]1[CH2:5][CH2:34][C@@H:33]([NH:30][C:31]([CH:32]2[CH2:45][CH2:44][O:60][CH2:59]2)=[O:47])[CH2:8][CH2:7]1)=[O:27].